Dataset: Full USPTO retrosynthesis dataset with 1.9M reactions from patents (1976-2016). Task: Predict the reactants needed to synthesize the given product. (1) Given the product [CH2:11]([N:10]1[C:9]2[C:8](=[O:19])[N:7]([CH2:30][CH2:31][CH2:32][O:33][Si:34]([C:37]([CH3:38])([CH3:40])[CH3:39])([CH3:35])[CH3:36])[C:6](=[O:20])[N:5]([CH2:21][O:22][CH2:23][CH2:24][Si:25]([CH3:28])([CH3:27])[CH3:26])[C:4]=2[N:3]=[C:2]1[Cl:1])[C:12]1[CH:17]=[CH:16][CH:15]=[CH:14][CH:13]=1, predict the reactants needed to synthesize it. The reactants are: [Cl:1][C:2]1[N:10]([CH2:11][C:12]2[CH:17]=[CH:16][C:15](Cl)=[CH:14][CH:13]=2)[C:9]2[C:8](=[O:19])[NH:7][C:6](=[O:20])[N:5]([CH2:21][O:22][CH2:23][CH2:24][Si:25]([CH3:28])([CH3:27])[CH3:26])[C:4]=2[N:3]=1.Br[CH2:30][CH2:31][CH2:32][O:33][Si:34]([C:37]([CH3:40])([CH3:39])[CH3:38])([CH3:36])[CH3:35].C(=O)([O-])[O-].[K+].[K+]. (2) Given the product [I:1][C:2]1[C:3]([CH2:11][NH:12][C:17](=[O:18])[CH3:19])=[CH:4][C:5]2[O:9][CH2:8][O:7][C:6]=2[CH:10]=1, predict the reactants needed to synthesize it. The reactants are: [I:1][C:2]1[C:3]([CH2:11][NH2:12])=[CH:4][C:5]2[O:9][CH2:8][O:7][C:6]=2[CH:10]=1.[BH3-]C#N.[Na+].[CH2:17]=[O:18].[CH3:19]O. (3) Given the product [F:10][C:5]12[CH2:8][CH2:9][C:2]([NH:1][CH2:12][C:13]([N:15]3[CH2:19][C@@H:18]([F:20])[CH2:17][C@H:16]3[C:21]#[N:22])=[O:14])([CH2:7][CH2:6]1)[CH2:3][CH2:4]2, predict the reactants needed to synthesize it. The reactants are: [NH2:1][C:2]12[CH2:9][CH2:8][C:5]([F:10])([CH2:6][CH2:7]1)[CH2:4][CH2:3]2.Br[CH2:12][C:13]([N:15]1[CH2:19][C@@H:18]([F:20])[CH2:17][C@H:16]1[C:21]#[N:22])=[O:14]. (4) Given the product [Br:1][C:2]1[CH:7]=[CH:6][C:5]([CH:8]([C:20]2[CH:25]=[CH:24][CH:23]=[CH:22][C:21]=2[CH3:26])[CH2:9]/[C:10](/[C:12]2[CH:17]=[C:16]([F:18])[CH:15]=[C:14]([F:19])[CH:13]=2)=[N:28]\[OH:29])=[CH:4][CH:3]=1, predict the reactants needed to synthesize it. The reactants are: [Br:1][C:2]1[CH:7]=[CH:6][C:5]([CH:8]([C:20]2[CH:25]=[CH:24][CH:23]=[CH:22][C:21]=2[CH3:26])[CH2:9][C:10]([C:12]2[CH:17]=[C:16]([F:18])[CH:15]=[C:14]([F:19])[CH:13]=2)=O)=[CH:4][CH:3]=1.Cl.[NH2:28][OH:29].C([O-])(O)=O.[Na+]. (5) Given the product [F:35][C:32]1[CH:31]=[CH:30][C:29]([N:24]([CH2:25][CH:26]([CH3:28])[CH3:27])[S:21]([C:18]2[CH:19]=[CH:20][C:15]([O:11][CH:8]3[CH2:7][CH2:6][N:5]([S:2]([CH3:1])(=[O:4])=[O:3])[CH2:10][CH2:9]3)=[CH:16][CH:17]=2)(=[O:23])=[O:22])=[CH:34][CH:33]=1, predict the reactants needed to synthesize it. The reactants are: [CH3:1][S:2]([N:5]1[CH2:10][CH2:9][CH:8]([OH:11])[CH2:7][CH2:6]1)(=[O:4])=[O:3].[H-].[Na+].F[C:15]1[CH:20]=[CH:19][C:18]([S:21]([N:24]([C:29]2[CH:34]=[CH:33][C:32]([F:35])=[CH:31][CH:30]=2)[CH2:25][CH:26]([CH3:28])[CH3:27])(=[O:23])=[O:22])=[CH:17][CH:16]=1. (6) Given the product [Cl:1][C:2]1[CH:3]=[CH:4][C:5]([OH:17])=[C:6]([NH:8][C:9]2[S:10][CH:11]=[C:12]([C:14]([O:16][CH2:23][CH3:24])=[O:15])[N:13]=2)[CH:7]=1, predict the reactants needed to synthesize it. The reactants are: [Cl:1][C:2]1[CH:3]=[CH:4][C:5]([OH:17])=[C:6]([NH:8][C:9]2[S:10][CH:11]=[C:12]([C:14]([OH:16])=[O:15])[N:13]=2)[CH:7]=1.S(=O)(=O)(O)O.[CH2:23](O)[CH3:24]. (7) The reactants are: C(=O)([O-])[O-].[Cu+2:5].[CH3:6][S:7]([OH:10])(=[O:9])=[O:8].C(=O)=O. Given the product [CH3:6][S:7]([O-:10])(=[O:9])=[O:8].[Cu+2:5].[CH3:6][S:7]([O-:10])(=[O:9])=[O:8], predict the reactants needed to synthesize it.